The task is: Predict the reaction yield, written as a fraction of the theoretical maximum amount of product (1.0 means a 100% yield; for example, 0.34 means a 34% yield).. This data is from Reaction yield outcomes from USPTO patents with 853,638 reactions. (1) The reactants are [CH2:1]([N:8]1[CH2:13][CH2:12][CH:11]([CH3:14])[C:10](=O)[CH2:9]1)[C:2]1[CH:7]=[CH:6][CH:5]=[CH:4][CH:3]=1.CO.C(O)(=O)C.[CH3:22][NH2:23]. The catalyst is O1CCCC1. The product is [CH2:1]([N:8]1[CH2:13][CH2:12][CH:11]([CH3:14])[CH:10]([NH:23][CH3:22])[CH2:9]1)[C:2]1[CH:7]=[CH:6][CH:5]=[CH:4][CH:3]=1. The yield is 0.690. (2) The reactants are [F:1][C:2]1[CH:7]=[C:6]([F:8])[CH:5]=[CH:4][C:3]=1[C@@H:9]1[CH2:13][NH:12][CH2:11][C@H:10]1[C:14]([O:16][CH3:17])=[O:15].C(N(C(C)C)CC)(C)C.[Cl:27][C:28]1[N:29]=[N:30][C:31](Cl)=[CH:32][CH:33]=1. The catalyst is O1CCCC1. The product is [Cl:27][C:28]1[N:29]=[N:30][C:31]([N:12]2[CH2:13][C@@H:9]([C:3]3[CH:4]=[CH:5][C:6]([F:8])=[CH:7][C:2]=3[F:1])[C@H:10]([C:14]([O:16][CH3:17])=[O:15])[CH2:11]2)=[CH:32][CH:33]=1. The yield is 0.780.